This data is from Forward reaction prediction with 1.9M reactions from USPTO patents (1976-2016). The task is: Predict the product of the given reaction. Given the reactants [CH3:1][O:2][C:3]1[CH:11]=[C:10]([O:12][CH3:13])[CH:9]=[C:8]2[C:4]=1[C:5]1([C:26]3[C:17](=[CH:18][C:19]4[O:24][CH2:23][CH2:22][O:21][C:20]=4[CH:25]=3)[O:16][CH2:15]1)[C:6](=[O:14])[NH:7]2.N1C2C(=CC=CC=2)[C@@]2(C3C(=C[C:40]4[O:45][CH2:44][CH2:43][O:42][C:41]=4[CH:46]=3)OC2)C1=O, predict the reaction product. The product is: [CH3:1][O:2][C:3]1[CH:11]=[C:10]([O:12][CH3:13])[CH:9]=[C:8]2[C:4]=1[C:5]1([C:26]3[C:17](=[CH:18][C:19]4[O:24][CH2:23][CH2:22][O:21][C:20]=4[CH:25]=3)[O:16][CH2:15]1)[C:6](=[O:14])[N:7]2[CH2:46][CH2:41][O:42][CH2:43][CH2:44][O:45][CH3:40].